Dataset: Full USPTO retrosynthesis dataset with 1.9M reactions from patents (1976-2016). Task: Predict the reactants needed to synthesize the given product. Given the product [CH3:1][NH:2][C:3]1[N:8]=[CH:7][N:6]=[C:5]([CH2:9][C:10]2[CH:15]=[CH:14][C:13]([NH:16][C:36]([NH:35][C:31]3[CH:32]=[CH:33][CH:34]=[C:29]([C:28]([F:38])([F:39])[F:27])[CH:30]=3)=[O:37])=[CH:12][CH:11]=2)[CH:4]=1, predict the reactants needed to synthesize it. The reactants are: [CH3:1][NH:2][C:3]1[N:8]=[CH:7][N:6]=[C:5]([CH2:9][C:10]2[CH:15]=[CH:14][C:13]([NH:16]C(NC3C=CC(C)=CC=3)=O)=[CH:12][CH:11]=2)[CH:4]=1.[F:27][C:28]([F:39])([F:38])[C:29]1[CH:34]=[CH:33][CH:32]=[C:31]([N:35]=[C:36]=[O:37])[CH:30]=1.